This data is from Full USPTO retrosynthesis dataset with 1.9M reactions from patents (1976-2016). The task is: Predict the reactants needed to synthesize the given product. (1) Given the product [F:1][C:2]1[C:3]([C:24]2[N:25]([CH:30]([CH3:32])[CH3:31])[C:26]([CH3:29])=[N:27][CH:28]=2)=[N:4][C:5]([NH:8][CH:9]2[CH2:14][CH2:13][N:12]([S:15]([CH:18]3[CH2:23][CH2:22][N:21]([CH3:35])[CH2:20][CH2:19]3)(=[O:16])=[O:17])[CH2:11][CH2:10]2)=[N:6][CH:7]=1, predict the reactants needed to synthesize it. The reactants are: [F:1][C:2]1[C:3]([C:24]2[N:25]([CH:30]([CH3:32])[CH3:31])[C:26]([CH3:29])=[N:27][CH:28]=2)=[N:4][C:5]([NH:8][CH:9]2[CH2:14][CH2:13][N:12]([S:15]([CH:18]3[CH2:23][CH2:22][NH:21][CH2:20][CH2:19]3)(=[O:17])=[O:16])[CH2:11][CH2:10]2)=[N:6][CH:7]=1.C=O.[C:35]([BH3-])#N.[Na+]. (2) Given the product [Cl:15][C:16]1[CH:21]=[CH:20][C:19]([C:2]2[NH:6][CH:5]=[N:4][C:3]=2[C:7]2[CH:12]=[C:11]([C:13]#[N:14])[CH:10]=[CH:9][N:8]=2)=[CH:18][C:17]=1[F:25], predict the reactants needed to synthesize it. The reactants are: Br[C:2]1[NH:6][CH:5]=[N:4][C:3]=1[C:7]1[CH:12]=[C:11]([C:13]#[N:14])[CH:10]=[CH:9][N:8]=1.[Cl:15][C:16]1[CH:21]=[CH:20][C:19](B(O)O)=[CH:18][C:17]=1[F:25]. (3) Given the product [N:1]1([CH2:6][CH2:7][CH2:8][O:9][C:10]2[CH:15]=[CH:14][C:13]([C:16]3([CH:22]4[O:23][CH:36]=[N:35][CH:34]4[S:31]([C:28]4[CH:29]=[CH:30][C:25]([CH3:24])=[CH:26][CH:27]=4)(=[O:33])=[O:32])[CH2:17][CH2:18][O:19][CH2:20][CH2:21]3)=[CH:12][CH:11]=2)[CH2:5][CH2:4][CH2:3][CH2:2]1, predict the reactants needed to synthesize it. The reactants are: [N:1]1([CH2:6][CH2:7][CH2:8][O:9][C:10]2[CH:15]=[CH:14][C:13]([C:16]3([CH:22]=[O:23])[CH2:21][CH2:20][O:19][CH2:18][CH2:17]3)=[CH:12][CH:11]=2)[CH2:5][CH2:4][CH2:3][CH2:2]1.[CH3:24][C:25]1[CH:30]=[CH:29][C:28]([S:31]([CH2:34][N+:35]#[C-:36])(=[O:33])=[O:32])=[CH:27][CH:26]=1.[C-]#N.[Na+]. (4) Given the product [Br:1][C:2]1[N:7]=[C:6]([CH2:8][N:9]2[C:18]3[C:13](=[CH:14][CH:15]=[CH:16][CH:17]=3)[C:12](=[O:19])[C:11]([C:20]([C:22]3[CH:23]=[N:24][C:25]([N:29]4[CH2:33][CH2:32][CH2:31][CH2:30]4)=[CH:26][CH:27]=3)=[O:21])=[CH:10]2)[CH:5]=[CH:4][CH:3]=1, predict the reactants needed to synthesize it. The reactants are: [Br:1][C:2]1[N:7]=[C:6]([CH2:8][N:9]2[C:18]3[C:13](=[CH:14][CH:15]=[CH:16][CH:17]=3)[C:12](=[O:19])[C:11]([C:20]([C:22]3[CH:23]=[N:24][C:25](Cl)=[CH:26][CH:27]=3)=[O:21])=[CH:10]2)[CH:5]=[CH:4][CH:3]=1.[NH:29]1[CH2:33][CH2:32][CH2:31][CH2:30]1. (5) Given the product [Cl:2][CH2:3][CH2:4][N:5]([CH2:6][CH2:7][Cl:8])[S:22]([C:19]1[CH:20]=[CH:21][C:16]([CH3:26])=[CH:17][CH:18]=1)(=[O:24])=[O:23], predict the reactants needed to synthesize it. The reactants are: Cl.[Cl:2][CH2:3][CH2:4][NH:5][CH2:6][CH2:7][Cl:8].C(N(CC)CC)C.[C:16]1([CH3:26])[CH:21]=[CH:20][C:19]([S:22](Cl)(=[O:24])=[O:23])=[CH:18][CH:17]=1. (6) Given the product [CH3:7][CH:6]([CH3:8])[CH2:5][C@H:4]([N:9]1[CH2:13][C:12]([O:14][C:15]2[CH:23]=[CH:22][CH:21]=[C:20]3[C:16]=2[CH:17]=[N:18][N:19]3[CH3:24])=[CH:11][C:10]1=[O:25])[C:3]([OH:26])=[O:2], predict the reactants needed to synthesize it. The reactants are: C[O:2][C:3](=[O:26])[C@@H:4]([N:9]1[CH2:13][C:12]([O:14][C:15]2[CH:23]=[CH:22][CH:21]=[C:20]3[C:16]=2[CH:17]=[N:18][N:19]3[CH3:24])=[CH:11][C:10]1=[O:25])[CH2:5][CH:6]([CH3:8])[CH3:7].O.[OH-].[Li+]. (7) Given the product [CH3:13][N:12]([CH2:11][C:3]1[N:2]([CH3:1])[C:10]2[C:5]([CH:4]=1)=[CH:6][CH:7]=[CH:8][CH:9]=2)[C:16](=[O:19])[CH:17]=[CH2:18], predict the reactants needed to synthesize it. The reactants are: [CH3:1][N:2]1[C:10]2[C:5](=[CH:6][CH:7]=[CH:8][CH:9]=2)[CH:4]=[C:3]1[CH2:11][NH:12][CH3:13].CN.[C:16](Cl)(=[O:19])[CH:17]=[CH2:18]. (8) Given the product [Cl:2][C:3]1[CH:11]=[CH:10][C:6]([CH2:7][Cl:20])=[C:5]([I:12])[CH:4]=1, predict the reactants needed to synthesize it. The reactants are: B.[Cl:2][C:3]1[CH:11]=[CH:10][C:6]([C:7](O)=O)=[C:5]([I:12])[CH:4]=1.CN(C=O)C.S(Cl)([Cl:20])=O.